Dataset: Reaction yield outcomes from USPTO patents with 853,638 reactions. Task: Predict the reaction yield, written as a fraction of the theoretical maximum amount of product (1.0 means a 100% yield; for example, 0.34 means a 34% yield). (1) The product is [CH3:20][N:21]([CH3:22])[S:16]([C:14]1[S:15][C:11]([C:5]2[CH:4]=[C:3]([CH2:1][CH3:2])[C:8](=[O:9])[NH:7][C:6]=2[CH3:10])=[CH:12][CH:13]=1)(=[O:18])=[O:17]. No catalyst specified. The reactants are [CH2:1]([C:3]1[C:8](=[O:9])[NH:7][C:6]([CH3:10])=[C:5]([C:11]2[S:15][C:14]([S:16](Cl)(=[O:18])=[O:17])=[CH:13][CH:12]=2)[CH:4]=1)[CH3:2].[CH3:20][NH:21][CH3:22]. The yield is 0.610. (2) The reactants are I[C:2]1[C:11]([N+:12]([O-:14])=[O:13])=[CH:10][N:9]=[C:8]2[C:3]=1[CH2:4][CH2:5][CH2:6][NH:7]2.[NH:15]1[CH2:20][CH2:19][CH2:18][C@H:17]([NH:21][C:22](=[O:28])[O:23][C:24]([CH3:27])([CH3:26])[CH3:25])[CH2:16]1.CCN(C(C)C)C(C)C. The catalyst is C(O)CCC. The product is [N+:12]([C:11]1[CH:10]=[N:9][C:8]2[NH:7][CH2:6][CH2:5][CH2:4][C:3]=2[C:2]=1[N:15]1[CH2:20][CH2:19][CH2:18][C@H:17]([NH:21][C:22](=[O:28])[O:23][C:24]([CH3:26])([CH3:25])[CH3:27])[CH2:16]1)([O-:14])=[O:13]. The yield is 0.890. (3) The reactants are [N+:1]([C:4]1[CH:9]=[CH:8][CH:7]=[CH:6][C:5]=1[NH:10][C:11]1[S:15][C:14]2[CH:16]=[CH:17][CH:18]=[CH:19][C:13]=2[C:12]=1[C:20]#[N:21])([O-])=O.[Sn](Cl)[Cl:23].Cl. The catalyst is CCO. The product is [ClH:23].[CH:16]1[C:14]2[S:15][C:11]3[NH:10][C:5]4[CH:6]=[CH:7][CH:8]=[CH:9][C:4]=4[N:1]=[C:20]([NH2:21])[C:12]=3[C:13]=2[CH:19]=[CH:18][CH:17]=1. The yield is 0.910. (4) The reactants are [OH:1][CH2:2][CH2:3][N:4]1[C:12]2[C:7](=[CH:8][C:9]([N+:13]([O-])=O)=[CH:10][CH:11]=2)[CH:6]=[C:5]1[C:16]([CH3:21])([CH3:20])[CH2:17][CH2:18][OH:19]. The catalyst is [Ni].CO. The product is [NH2:13][C:9]1[CH:8]=[C:7]2[C:12](=[CH:11][CH:10]=1)[N:4]([CH2:3][CH2:2][OH:1])[C:5]([C:16]([CH3:21])([CH3:20])[CH2:17][CH2:18][OH:19])=[CH:6]2. The yield is 0.260. (5) The reactants are [F:1][C:2]([F:19])([F:18])[C:3]1[CH:8]=[CH:7][C:6]([C:9]2[C:10]([C:15](O)=[O:16])=[CH:11][CH:12]=[CH:13][CH:14]=2)=[CH:5][CH:4]=1.[CH3:20][C:21]1[CH:26]=[CH:25][C:24]([C:27]2[CH:32]=[CH:31][C:30]([CH2:33][NH:34][C:35]([C:37]3[N:38]([CH2:43][CH2:44][CH2:45][NH:46][C:47]([O:49][C:50]([CH3:53])([CH3:52])[CH3:51])=[O:48])[CH:39]=[C:40]([NH2:42])[CH:41]=3)=[O:36])=[CH:29][CH:28]=2)=[CH:23][CH:22]=1.CN(C(ON1N=NC2C=CC=CC1=2)=[N+](C)C)C.[B-](F)(F)(F)F.C(N(C(C)C)C(C)C)C. The catalyst is CN(C)C=O.ClCCl.C(O)C. The product is [CH3:20][C:21]1[CH:22]=[CH:23][C:24]([C:27]2[CH:28]=[CH:29][C:30]([CH2:33][NH:34][C:35]([C:37]3[N:38]([CH2:43][CH2:44][CH2:45][NH:46][C:47]([O:49][C:50]([CH3:53])([CH3:52])[CH3:51])=[O:48])[CH:39]=[C:40]([NH:42][C:15]([C:10]4[C:9]([C:6]5[CH:7]=[CH:8][C:3]([C:2]([F:1])([F:18])[F:19])=[CH:4][CH:5]=5)=[CH:14][CH:13]=[CH:12][CH:11]=4)=[O:16])[CH:41]=3)=[O:36])=[CH:31][CH:32]=2)=[CH:25][CH:26]=1. The yield is 1.00. (6) The reactants are C([Si](C(C)C)(C(C)C)[O:5][CH2:6][CH2:7][S:8][C:9]1[CH:14]=[CH:13][CH:12]=[CH:11][C:10]=1[C:15]1[N:19]2[CH:20]=[C:21]([O:24][C@H:25]3[C:34]4[C:29](=[CH:30][CH:31]=[CH:32][CH:33]=4)[C@@H:28]([NH2:35])[CH2:27][CH2:26]3)[CH:22]=[CH:23][C:18]2=[N:17][N:16]=1)(C)C.ClC(Cl)(Cl)C[O:45][C:46](=O)[NH:47][C:48]1[N:49]([C:57]2[CH:62]=[CH:61][C:60]([O:63][Si](C(C)C)(C(C)C)C(C)C)=[C:59]([Cl:74])[CH:58]=2)[N:50]=[C:51]([C:53]([CH3:56])([CH3:55])[CH3:54])[CH:52]=1.C(N(C(C)C)CC)(C)C. The catalyst is CN(C=O)C.C1COCC1.C(=O)([O-])O.[Na+]. The product is [C:53]([C:51]1[CH:52]=[C:48]([NH:47][C:46]([NH:35][C@@H:28]2[C:29]3[C:34](=[CH:33][CH:32]=[CH:31][CH:30]=3)[C@H:25]([O:24][C:21]3[CH:22]=[CH:23][C:18]4[N:19]([C:15]([C:10]5[CH:11]=[CH:12][CH:13]=[CH:14][C:9]=5[S:8][CH2:7][CH2:6][OH:5])=[N:16][N:17]=4)[CH:20]=3)[CH2:26][CH2:27]2)=[O:45])[N:49]([C:57]2[CH:62]=[CH:61][C:60]([OH:63])=[C:59]([Cl:74])[CH:58]=2)[N:50]=1)([CH3:56])([CH3:54])[CH3:55]. The yield is 0.160. (7) The catalyst is C(O)C. The yield is 0.960. The reactants are [CH:1]([CH:3]([CH:6]([CH3:8])[CH3:7])[C:4]#[N:5])=O.O.[NH2:10][NH2:11].C(O)(=O)C. The product is [CH:6]([C:3]1[C:4]([NH2:5])=[N:10][NH:11][CH:1]=1)([CH3:8])[CH3:7].